Predict the reactants needed to synthesize the given product. From a dataset of Full USPTO retrosynthesis dataset with 1.9M reactions from patents (1976-2016). (1) Given the product [NH2:32][C@H:29]1[CH2:30][CH2:31][C@H:26]([NH:25][C:13]2[C:12]3[C:17](=[CH:18][CH:19]=[C:10]([C:4]4[CH:3]=[C:2]([Cl:1])[C:7]([OH:8])=[C:6]([Cl:9])[CH:5]=4)[CH:11]=3)[N:16]=[CH:15][C:14]=2[C:20](=[O:24])[CH:21]([CH3:22])[CH3:23])[CH2:27][CH2:28]1, predict the reactants needed to synthesize it. The reactants are: [Cl:1][C:2]1[CH:3]=[C:4]([C:10]2[CH:11]=[C:12]3[C:17](=[CH:18][CH:19]=2)[N:16]=[CH:15][C:14]([C:20](=[O:24])[CH:21]([CH3:23])[CH3:22])=[C:13]3[NH:25][C@H:26]2[CH2:31][CH2:30][C@H:29]([NH:32]C(=O)OC(C)(C)C)[CH2:28][CH2:27]2)[CH:5]=[C:6]([Cl:9])[C:7]=1[OH:8].C(O)(C(F)(F)F)=O. (2) Given the product [OH:38][C:35]1[CH:34]=[CH:33][C:32]([N:19]2[C:20]([C:22]3[CH:23]=[CH:24][C:25]([OH:28])=[CH:26][CH:27]=3)=[CH:21][C:17]([CH:14]3[CH2:15][CH2:16][N:11]([C:9](=[O:8])[N:63]([OH:64])[CH3:62])[CH2:12][CH2:13]3)=[N:18]2)=[CH:37][CH:36]=1, predict the reactants needed to synthesize it. The reactants are: C([O:8][C:9]([N:11]1[CH2:16][CH2:15][CH:14]([C:17]2[CH:21]=[C:20]([C:22]3[CH:27]=[CH:26][C:25]([O:28]C(=O)C)=[CH:24][CH:23]=3)[N:19]([C:32]3[CH:37]=[CH:36][C:35]([O:38]C(=O)C)=[CH:34][CH:33]=3)[N:18]=2)[CH2:13][CH2:12]1)=O)C1C=CC=CC=1.ClC(Cl)(OC(=O)OC(Cl)(Cl)Cl)Cl.C(N(CC)CC)C.Cl.[CH3:62][NH:63][OH:64].C(=O)([O-])[O-].[K+].[K+]. (3) Given the product [C:5]([O:4][C:1]1[C:30]([Cl:34])=[CH:29][C:28]([F:35])=[C:27]([CH:2]=1)[NH:26][C:20]1[C:19]2[C:24](=[CH:25][C:16]([O:15][CH2:8][C:9]3[CH:10]=[CH:11][CH:12]=[CH:13][CH:14]=3)=[C:17]([O:36][CH3:37])[CH:18]=2)[N:23]=[N:22][CH:21]=1)(=[O:7])[CH3:6], predict the reactants needed to synthesize it. The reactants are: [C:1]([O:4][C:5](=[O:7])[CH3:6])(=O)[CH3:2].[CH2:8]([O:15][C:16]1[CH:25]=[C:24]2[C:19]([C:20]([NH:26][C:27]3C=C(O)[C:30]([Cl:34])=[CH:29][C:28]=3[F:35])=[CH:21][N:22]=[N:23]2)=[CH:18][C:17]=1[O:36][CH3:37])[C:9]1[CH:14]=[CH:13][CH:12]=[CH:11][CH:10]=1. (4) Given the product [CH2:23]([O:22][C:20](=[O:21])[CH2:19][O:15][C:12]1[CH:13]=[CH:14][C:9]([O:8][CH2:1][C:2]2[CH:3]=[CH:4][CH:5]=[CH:6][CH:7]=2)=[CH:10][C:11]=1[CH:16]=[CH2:17])[CH3:24], predict the reactants needed to synthesize it. The reactants are: [CH2:1]([O:8][C:9]1[CH:14]=[CH:13][C:12]([OH:15])=[C:11]([CH:16]=[CH2:17])[CH:10]=1)[C:2]1[CH:7]=[CH:6][CH:5]=[CH:4][CH:3]=1.Br[CH2:19][C:20]([O:22][CH2:23][CH3:24])=[O:21].C(=O)([O-])[O-].[Cs+].[Cs+]. (5) Given the product [C:23]1([C:28]2[CH:29]=[CH:30][CH:31]=[CH:32][CH:33]=2)[CH:24]=[CH:25][CH:26]=[CH:27][C:22]=1[CH2:21][NH:14][C:13]1[CH:15]=[CH:16][C:17]([O:18][CH3:19])=[C:11]([O:10][CH3:9])[CH:12]=1, predict the reactants needed to synthesize it. The reactants are: C(=O)([O-])[O-].[K+].[K+].[I-].[K+].[CH3:9][O:10][C:11]1[CH:12]=[C:13]([CH:15]=[CH:16][C:17]=1[O:18][CH3:19])[NH2:14].Br[CH2:21][C:22]1[CH:27]=[CH:26][CH:25]=[CH:24][C:23]=1[C:28]1[CH:33]=[CH:32][CH:31]=[CH:30][CH:29]=1.